From a dataset of Catalyst prediction with 721,799 reactions and 888 catalyst types from USPTO. Predict which catalyst facilitates the given reaction. (1) Reactant: C1C=CC(P(C2C(C3C(P(C4C=CC=CC=4)C4C=CC=CC=4)=CC=C4C=3C=CC=C4)=C3C(C=CC=C3)=CC=2)C2C=CC=CC=2)=CC=1.CC(C)([O-])C.[K+].Br[C:54]1[CH:59]=[C:58]([CH2:60][C:61]([O:63][C:64]([CH3:67])([CH3:66])[CH3:65])=[O:62])[CH:57]=[CH:56][N:55]=1.[C:68](=[NH:81])([C:75]1[CH:80]=[CH:79][CH:78]=[CH:77][CH:76]=1)[C:69]1[CH:74]=[CH:73][CH:72]=[CH:71][CH:70]=1. Product: [C:64]([O:63][C:61](=[O:62])[CH2:60][C:58]1[CH:57]=[CH:56][N:55]=[C:54]([N:81]=[C:68]([C:69]2[CH:74]=[CH:73][CH:72]=[CH:71][CH:70]=2)[C:75]2[CH:80]=[CH:79][CH:78]=[CH:77][CH:76]=2)[CH:59]=1)([CH3:67])([CH3:66])[CH3:65]. The catalyst class is: 101. (2) Product: [CH2:11]([N:18]1[CH2:22][CH2:23][C:2]2([CH2:3][C:4]3[C:9](=[CH:8][CH:7]=[CH:6][CH:5]=3)[C:1]2=[O:10])[CH2:20][CH2:19]1)[C:12]1[CH:17]=[CH:16][CH:15]=[CH:14][CH:13]=1. Reactant: [C:1]1(=[O:10])[C:9]2[C:4](=[CH:5][CH:6]=[CH:7][CH:8]=2)[CH2:3][CH2:2]1.[CH2:11]([N:18]([CH2:22][CH2:23]Br)[CH2:19][CH2:20]Br)[C:12]1[CH:17]=[CH:16][CH:15]=[CH:14][CH:13]=1.[H-].[Na+]. The catalyst class is: 9. (3) Reactant: [CH3:13][C:12]([O:11][C:9](O[C:9]([O:11][C:12]([CH3:15])([CH3:14])[CH3:13])=[O:10])=[O:10])([CH3:15])[CH3:14].[Cl:16][C:17]1[N:22]=[C:21]([I:23])[C:20]([NH2:24])=[CH:19][CH:18]=1. Product: [Cl:16][C:17]1[N:22]=[C:21]([I:23])[C:20]([NH:24][C:9](=[O:10])[O:11][C:12]([CH3:13])([CH3:14])[CH3:15])=[CH:19][CH:18]=1. The catalyst class is: 79. (4) Reactant: C(/[CH:4]=[CH:5]/[C:6]1[C:7](=[O:21])[NH:8][C:9](=[O:20])[N:10]([CH:19]=1)[C@@H:11]1[O:18][C@H:15]([CH2:16][OH:17])[C@@H:13]([OH:14])[CH2:12]1)(O)=O.C([O-])([O-])=O.[K+].[K+].[Br:28]N1C(=O)CCC1=O. Product: [Br:28]/[CH:4]=[CH:5]/[C:6]1[C:7](=[O:21])[NH:8][C:9](=[O:20])[N:10]([CH:19]=1)[C@@H:11]1[O:18][C@H:15]([CH2:16][OH:17])[C@@H:13]([OH:14])[CH2:12]1. The catalyst class is: 3. (5) Reactant: [CH3:1][CH:2]([CH3:25])[CH2:3][N:4]1[C:16]2[C:15]3[CH:14]=[CH:13][CH:12]=[CH:11][C:10]=3[N:9]=[CH:8][C:7]=2[N:6]=[C:5]1[CH:17]([C:19]1[CH:24]=[CH:23][CH:22]=[CH:21][CH:20]=1)[OH:18].[H-].[Na+].[CH3:28]I. Product: [CH3:28][O:18][CH:17]([C:5]1[N:4]([CH2:3][CH:2]([CH3:25])[CH3:1])[C:16]2[C:15]3[CH:14]=[CH:13][CH:12]=[CH:11][C:10]=3[N:9]=[CH:8][C:7]=2[N:6]=1)[C:19]1[CH:24]=[CH:23][CH:22]=[CH:21][CH:20]=1. The catalyst class is: 869. (6) The catalyst class is: 2. Reactant: C(N(CC)CC)C.[Br:8][C:9]1[CH:10]=[C:11]([CH2:16][CH3:17])[C:12]([OH:15])=[N:13][CH:14]=1.[C:18]([Si:22]([CH3:25])([CH3:24])Cl)([CH3:21])([CH3:20])[CH3:19].O. Product: [Br:8][C:9]1[CH:10]=[C:11]([CH2:16][CH3:17])[C:12]([O:15][Si:22]([C:18]([CH3:21])([CH3:20])[CH3:19])([CH3:25])[CH3:24])=[N:13][CH:14]=1. (7) Reactant: [CH3:1][C:2]1[C:3]([N:9]([CH:15]2[C:24]3[N:23]=[CH:22][CH:21]=[CH:20][C:19]=3[CH2:18][CH2:17][CH2:16]2)[CH2:10][CH2:11][CH2:12][NH:13][OH:14])=[N:4][CH:5]=[C:6]([CH3:8])[CH:7]=1.[O-:25][C:26]#[N:27].[Na+].[OH-].[Na+]. Product: [CH3:1][C:2]1[C:3]([N:9]([CH:15]2[C:24]3[N:23]=[CH:22][CH:21]=[CH:20][C:19]=3[CH2:18][CH2:17][CH2:16]2)[CH2:10][CH2:11][CH2:12][N:13]([OH:14])[C:26]([NH2:27])=[O:25])=[N:4][CH:5]=[C:6]([CH3:8])[CH:7]=1. The catalyst class is: 6. (8) Reactant: Cl.[NH2:2][CH2:3][C:4]1[CH:5]=[C:6]([CH2:10][N:11]2[C:19]3[C:14](=[C:15]([O:20][CH3:21])[CH:16]=[CH:17][CH:18]=3)[C:13]([NH:22][S:23]([C:26]3[S:27][C:28]([Cl:31])=[CH:29][CH:30]=3)(=[O:25])=[O:24])=[N:12]2)[CH:7]=[CH:8][CH:9]=1.C(N(CC)CC)C.C(O)(=O)C.[O-:43][C:44]#[N:45].[K+]. Product: [NH2:45][C:44]([NH:2][CH2:3][C:4]1[CH:5]=[C:6]([CH2:10][N:11]2[C:19]3[C:14](=[C:15]([O:20][CH3:21])[CH:16]=[CH:17][CH:18]=3)[C:13]([NH:22][S:23]([C:26]3[S:27][C:28]([Cl:31])=[CH:29][CH:30]=3)(=[O:25])=[O:24])=[N:12]2)[CH:7]=[CH:8][CH:9]=1)=[O:43]. The catalyst class is: 84.